From a dataset of Catalyst prediction with 721,799 reactions and 888 catalyst types from USPTO. Predict which catalyst facilitates the given reaction. (1) Reactant: [N:1]([CH:4]([C:8]1[N:9]([CH2:19][C:20]2[CH:25]=[CH:24][CH:23]=[CH:22][CH:21]=2)[C:10](=[O:18])[C:11]2[C:16]([CH3:17])=[N:15][O:14][C:12]=2[N:13]=1)[CH:5]([CH3:7])[CH3:6])=[N+]=[N-].C1(P(C2C=CC=CC=2)C2C=CC=CC=2)C=CC=CC=1.O. Product: [NH2:1][CH:4]([C:8]1[N:9]([CH2:19][C:20]2[CH:21]=[CH:22][CH:23]=[CH:24][CH:25]=2)[C:10](=[O:18])[C:11]2[C:16]([CH3:17])=[N:15][O:14][C:12]=2[N:13]=1)[CH:5]([CH3:7])[CH3:6]. The catalyst class is: 1. (2) Reactant: [CH3:1][C:2]1[CH:6]=[C:5]([CH2:7][N:8]2C(=O)C3C(=CC=CC=3)C2=O)[N:4]([C:19]2[CH:24]=[CH:23][CH:22]=[CH:21][CH:20]=2)[N:3]=1.O.NN. Product: [CH3:1][C:2]1[CH:6]=[C:5]([CH2:7][NH2:8])[N:4]([C:19]2[CH:24]=[CH:23][CH:22]=[CH:21][CH:20]=2)[N:3]=1. The catalyst class is: 5. (3) Reactant: ClC1C=C([NH:8][C:9](=[O:36])[CH2:10][N:11]2[C:20]3[C:15](=[N:16][C:17]([O:21]C)=[CH:18][CH:19]=3)[C:14](=[O:23])[C:13]([C:24]([C:26]3[CH:35]=[CH:34][C:33]4[C:28](=[CH:29][CH:30]=[CH:31][CH:32]=4)[CH:27]=3)=[O:25])=[CH:12]2)C=CC=1.[Li+].[Cl-:38].O.[C:40]1(C)[CH:45]=[CH:44][C:43](S(O)(=O)=O)=[CH:42][CH:41]=1. The catalyst class is: 3. Product: [Cl:38][C:40]1[CH:45]=[CH:44][C:43]([NH:8][C:9](=[O:36])[CH2:10][N:11]2[C:20]3[C:15](=[N:16][C:17]([OH:21])=[CH:18][CH:19]=3)[C:14](=[O:23])[C:13]([C:24]([C:26]3[CH:35]=[CH:34][C:33]4[C:28](=[CH:29][CH:30]=[CH:31][CH:32]=4)[CH:27]=3)=[O:25])=[CH:12]2)=[CH:42][CH:41]=1. (4) Reactant: Cl.[N:2]1[CH:7]=[CH:6][CH:5]=[CH:4][C:3]=1[C:8]([NH:10][CH2:11][CH2:12][CH2:13][CH2:14][CH2:15][C:16]([OH:18])=O)=[O:9].F[P-](F)(F)(F)(F)F.N1(OC(N(C)C)=[N+](C)C)C2N=CC=CC=2N=N1.FC(F)(F)C(O)=O.[NH2:50][C@@H:51]([CH:79]([CH3:81])[CH3:80])[C:52]([N:54]1[CH2:58][CH2:57][CH2:56][C@@H:55]1[C:59]([NH:61][CH:62]([CH:76]([CH3:78])[CH3:77])[C@H:63]([OH:75])[C:64]1[O:65][C:66]([C:69]2[CH:74]=[CH:73][CH:72]=[CH:71][CH:70]=2)=[N:67][N:68]=1)=[O:60])=[O:53].CN1CCOCC1. Product: [OH:75][C@H:63]([C:64]1[O:65][C:66]([C:69]2[CH:70]=[CH:71][CH:72]=[CH:73][CH:74]=2)=[N:67][N:68]=1)[CH:62]([NH:61][C:59]([C@H:55]1[CH2:56][CH2:57][CH2:58][N:54]1[C:52](=[O:53])[C@@H:51]([NH:50][C:16](=[O:18])[CH2:15][CH2:14][CH2:13][CH2:12][CH2:11][NH:10][C:8](=[O:9])[C:3]1[CH:4]=[CH:5][CH:6]=[CH:7][N:2]=1)[CH:79]([CH3:80])[CH3:81])=[O:60])[CH:76]([CH3:78])[CH3:77]. The catalyst class is: 306. (5) Reactant: [Cl:1][CH2:2][C:3]1[CH:8]=[CH:7][N:6]=[C:5]([NH2:9])[CH:4]=1.C(N(CC)CC)C.[CH3:17][S:18](Cl)(=[O:20])=[O:19]. Product: [Cl:1][CH2:2][C:3]1[CH:8]=[CH:7][N:6]=[C:5]([N:9]([S:18]([CH3:17])(=[O:20])=[O:19])[S:18]([CH3:17])(=[O:20])=[O:19])[CH:4]=1. The catalyst class is: 13. (6) Reactant: Cl[C:2]1[N:3]=[C:4]([N:12]2[CH2:17][CH2:16][O:15][CH2:14][C@@H:13]2[CH3:18])[C:5]2[S:11][CH2:10][CH2:9][CH2:8][C:6]=2[N:7]=1.[CH:19]1([NH:22][C:23]([NH:25][C:26]2[CH:31]=[CH:30][C:29](B3OC(C)(C)C(C)(C)O3)=[CH:28][CH:27]=2)=[O:24])[CH2:21][CH2:20]1.C([O-])([O-])=O.[Na+].[Na+]. Product: [CH:19]1([NH:22][C:23]([NH:25][C:26]2[CH:31]=[CH:30][C:29]([C:2]3[N:3]=[C:4]([N:12]4[CH2:17][CH2:16][O:15][CH2:14][C@@H:13]4[CH3:18])[C:5]4[S:11][CH2:10][CH2:9][CH2:8][C:6]=4[N:7]=3)=[CH:28][CH:27]=2)=[O:24])[CH2:21][CH2:20]1. The catalyst class is: 622.